This data is from Forward reaction prediction with 1.9M reactions from USPTO patents (1976-2016). The task is: Predict the product of the given reaction. (1) Given the reactants [CH2:1]([O:3][C:4]([C:6]1[C:7]([Br:24])=[C:8]2[N:13]([C:14]=1[C:15]1[CH:20]=[CH:19][C:18]([F:21])=[CH:17][CH:16]=1)[CH:12]=[CH:11][C:10]([CH:22]=O)=[CH:9]2)=[O:5])[CH3:2].[NH2:25][C:26]1[O:30][C:29]([C:31]([OH:38])([CH2:36][CH3:37])[C:32]([F:35])([F:34])[F:33])=[N:28][N:27]=1, predict the reaction product. The product is: [CH2:1]([O:3][C:4]([C:6]1[C:7]([Br:24])=[C:8]2[N:13]([C:14]=1[C:15]1[CH:20]=[CH:19][C:18]([F:21])=[CH:17][CH:16]=1)[CH:12]=[CH:11][C:10]([CH2:22][NH:25][C:26]1[O:30][C:29]([C:31]([OH:38])([C:32]([F:35])([F:33])[F:34])[CH2:36][CH3:37])=[N:28][N:27]=1)=[CH:9]2)=[O:5])[CH3:2]. (2) Given the reactants N(C(OC(C)(C)C)=O)=NC(OC(C)(C)C)=O.C1(P(C2C=CC=CC=2)C2C=CC=CC=2)C=CC=CC=1.O[CH2:37][CH2:38][NH:39][C:40](=[O:46])[O:41][C:42]([CH3:45])([CH3:44])[CH3:43].[Si:47]([O:54][C:55]1[NH:59][N:58]=[C:57]([C:60]([O:62][CH2:63][CH3:64])=[O:61])[CH:56]=1)([C:50]([CH3:53])([CH3:52])[CH3:51])([CH3:49])[CH3:48], predict the reaction product. The product is: [C:42]([O:41][C:40]([NH:39][CH2:38][CH2:37][N:58]1[C:57]([C:60]([O:62][CH2:63][CH3:64])=[O:61])=[CH:56][C:55]([O:54][Si:47]([C:50]([CH3:51])([CH3:53])[CH3:52])([CH3:49])[CH3:48])=[N:59]1)=[O:46])([CH3:45])([CH3:44])[CH3:43]. (3) Given the reactants [CH2:1]([N:8]1[C:12](=[O:13])[CH:11]=[CH:10][C:9]1=[O:14])[C:2]1[CH:7]=[CH:6][CH:5]=[CH:4][CH:3]=1.CO[CH2:17][N:18]([CH2:24][C:25]1[CH:30]=[CH:29][CH:28]=[CH:27][CH:26]=1)[CH2:19][Si](C)(C)C.FC(F)(F)C(O)=O, predict the reaction product. The product is: [CH2:1]([N:8]1[C:12](=[O:13])[CH:11]2[CH:10]([CH2:17][N:18]([CH2:24][C:25]3[CH:30]=[CH:29][CH:28]=[CH:27][CH:26]=3)[CH2:19]2)[C:9]1=[O:14])[C:2]1[CH:3]=[CH:4][CH:5]=[CH:6][CH:7]=1. (4) The product is: [NH2:1][C:2]1[CH:3]=[C:4]([C:5]([N:12]2[CH2:17][CH2:16][CH2:15][C@@H:14]3[C:18]4[CH:19]=[CH:20][CH:21]=[CH:22][C:23]=4[CH2:24][C@H:13]23)=[O:7])[CH:8]=[CH:9][C:10]=1[CH3:11]. Given the reactants [NH2:1][C:2]1[CH:3]=[C:4]([CH:8]=[CH:9][C:10]=1[CH3:11])[C:5]([OH:7])=O.[NH:12]1[CH2:17][CH2:16][CH2:15][C@@H:14]2[C:18]3[CH:19]=[CH:20][CH:21]=[CH:22][C:23]=3[CH2:24][C@H:13]12.F[P-](F)(F)(F)(F)F.N1(OC(N(C)C)=[N+](C)C)C2N=CC=CC=2N=N1, predict the reaction product. (5) Given the reactants [CH3:1][O:2][CH2:3][CH2:4][NH2:5].[F:6][C:7]1[C:8]2[O:33][N:32]=[C:31]([C:34]3[CH:39]=[CH:38][N:37]=[C:36](S(C)(=O)=O)[N:35]=3)[C:9]=2[CH:10]=[C:11]2[C:24]=1[N:23]1[CH2:25][C@@H:26]([CH3:30])[O:27][C@@H:28]([CH3:29])[C@@H:22]1[C:13]1([C:18](=[O:19])[NH:17][C:16](=[O:20])[NH:15][C:14]1=[O:21])[CH2:12]2.CS(C)=O.COC(N)C, predict the reaction product. The product is: [F:6][C:7]1[C:8]2[O:33][N:32]=[C:31]([C:34]3[CH:39]=[CH:38][N:37]=[C:36]([NH:5][CH2:4][CH2:3][O:2][CH3:1])[N:35]=3)[C:9]=2[CH:10]=[C:11]2[C:24]=1[N:23]1[CH2:25][C@@H:26]([CH3:30])[O:27][C@@H:28]([CH3:29])[C@@H:22]1[C:13]1([C:18](=[O:19])[NH:17][C:16](=[O:20])[NH:15][C:14]1=[O:21])[CH2:12]2. (6) Given the reactants [Br:1][C:2]1[N:3]=[C:4](Br)[C:5]2[C:10]([CH:11]=1)=[CH:9][CH:8]=[CH:7][CH:6]=2.[N:13]1([C:20]([O:22][C:23]([CH3:26])([CH3:25])[CH3:24])=[O:21])[CH2:19][CH2:18][CH2:17][NH:16][CH2:15][CH2:14]1.C(=O)([O-])[O-].[K+].[K+], predict the reaction product. The product is: [Br:1][C:2]1[N:3]=[C:4]([N:16]2[CH2:17][CH2:18][CH2:19][N:13]([C:20]([O:22][C:23]([CH3:26])([CH3:25])[CH3:24])=[O:21])[CH2:14][CH2:15]2)[C:5]2[C:10]([CH:11]=1)=[CH:9][CH:8]=[CH:7][CH:6]=2.